This data is from Catalyst prediction with 721,799 reactions and 888 catalyst types from USPTO. The task is: Predict which catalyst facilitates the given reaction. (1) Reactant: C[Si](N[Si](C)(C)C)(C)C.[Li]CCCC.[C:15]([CH:18]([CH2:24][CH:25]([CH3:27])[CH3:26])[C:19]([O:21][CH2:22][CH3:23])=[O:20])(=O)C.C=O. Product: [CH2:24]([C:18](=[CH2:15])[C:19]([O:21][CH2:22][CH3:23])=[O:20])[CH:25]([CH3:27])[CH3:26]. The catalyst class is: 1. (2) Reactant: [F:1][C:2]1([F:18])[CH2:7][CH2:6][CH2:5][C@H:4]([NH:8][C@@H](C2C=CC=CC=2)C)[C@H:3]1[OH:17].[H][H]. Product: [NH2:8][C@@H:4]1[C@@H:3]([OH:17])[C:2]([F:18])([F:1])[CH2:7][CH2:6][CH2:5]1. The catalyst class is: 105. (3) Reactant: [NH:1]([CH2:5][CH2:6][OH:7])[CH2:2][CH2:3][OH:4].N1C=CC=CC=1.[CH3:14][O:15][C:16]1[CH:21]=[CH:20][C:19]([S:22](Cl)(=[O:24])=[O:23])=[CH:18][CH:17]=1.O. Product: [OH:4][CH2:3][CH2:2][N:1]([CH2:5][CH2:6][OH:7])[S:22]([C:19]1[CH:18]=[CH:17][C:16]([O:15][CH3:14])=[CH:21][CH:20]=1)(=[O:24])=[O:23]. The catalyst class is: 2. (4) Product: [C:1]1([S:7]([C:10]([CH:19]2[CH2:31][C:22]3[NH:23][C:24]4[CH:25]=[CH:26][C:27]([Cl:30])=[CH:28][C:29]=4[C:21]=3[CH2:20]2)([F:18])[C:11]2[O:15][N:14]=[C:13]([CH2:16][NH:17][C:41](=[O:43])[CH3:42])[N:12]=2)(=[O:9])=[O:8])[CH:2]=[CH:3][CH:4]=[CH:5][CH:6]=1. The catalyst class is: 1. Reactant: [C:1]1([S:7]([C:10]([CH:19]2[CH2:31][C:22]3[NH:23][C:24]4[CH:25]=[CH:26][C:27]([Cl:30])=[CH:28][C:29]=4[C:21]=3[CH2:20]2)([F:18])[C:11]2[O:15][N:14]=[C:13]([CH2:16][NH2:17])[N:12]=2)(=[O:9])=[O:8])[CH:6]=[CH:5][CH:4]=[CH:3][CH:2]=1.CCN(C(C)C)C(C)C.[C:41](OC(=O)C)(=[O:43])[CH3:42]. (5) Reactant: [F:1][C:2]1[CH:7]=[C:6]([I:8])[CH:5]=[CH:4][C:3]=1[NH:9][C:10]1[N:15]([CH3:16])[C:14](=[O:17])[C:13]2[N:18]=[CH:19][S:20][C:12]=2[C:11]=1[C:21]([O:23]C)=[O:22].CO.O.C([O-])([O-])=O.[K+].[K+]. Product: [F:1][C:2]1[CH:7]=[C:6]([I:8])[CH:5]=[CH:4][C:3]=1[NH:9][C:10]1[N:15]([CH3:16])[C:14](=[O:17])[C:13]2[N:18]=[CH:19][S:20][C:12]=2[C:11]=1[C:21]([OH:23])=[O:22]. The catalyst class is: 1. (6) Reactant: [NH:1]1[CH:5]=[C:4]([C:6]2[O:7][C:8]3[CH:14]=[CH:13][CH:12]=[CH:11][C:9]=3[N:10]=2)[CH:3]=[N:2]1. Product: [O:7]1[C:8]2[CH:14]=[CH:13][CH:12]=[CH:11][C:9]=2[N:10]=[C:6]1[C:4]1[CH:5]=[N:1][N:2]([CH:4]([CH3:3])[CH:6]=[O:7])[CH:3]=1. The catalyst class is: 10.